This data is from Full USPTO retrosynthesis dataset with 1.9M reactions from patents (1976-2016). The task is: Predict the reactants needed to synthesize the given product. (1) Given the product [SH:2][C:1]1[NH:26][C:21]2[CH:20]=[C:19]([O:18][Si:17]([C:13]([CH3:16])([CH3:15])[CH3:14])([CH3:28])[CH3:27])[CH:24]=[CH:23][C:22]=2[N:25]=1, predict the reactants needed to synthesize it. The reactants are: [C:1](N1C=CN=C1)(N1C=CN=C1)=[S:2].[C:13]([Si:17]([CH3:28])([CH3:27])[O:18][C:19]1[CH:24]=[CH:23][C:22]([NH2:25])=[C:21]([NH2:26])[CH:20]=1)([CH3:16])([CH3:15])[CH3:14]. (2) Given the product [CH:37]1[C:36]2[CH:35]([CH2:34][O:5][C:6]([N:8]3[C:19]4[C:11](=[C:12]5[C:16](=[CH:17][CH:18]=4)[NH:15][CH:14]([C:20]([OH:22])=[O:21])[CH2:13]5)[CH:10]=[CH:9]3)=[O:7])[C:47]3[C:42](=[CH:43][CH:44]=[CH:45][CH:46]=3)[C:41]=2[CH:40]=[CH:39][CH:38]=1, predict the reactants needed to synthesize it. The reactants are: C([O:5][C:6]([N:8]1[C:19]2[C:11](=[C:12]3[C:16](=[CH:17][CH:18]=2)[NH:15][CH:14]([C:20]([OH:22])=[O:21])[CH2:13]3)[CH:10]=[CH:9]1)=[O:7])(C)(C)C.C(O)(C(F)(F)F)=O.ClC(O[CH2:34][CH:35]1[C:47]2[CH:46]=[CH:45][CH:44]=[CH:43][C:42]=2[C:41]2[C:36]1=[CH:37][CH:38]=[CH:39][CH:40]=2)=O.